Dataset: CYP1A2 inhibition data for predicting drug metabolism from PubChem BioAssay. Task: Regression/Classification. Given a drug SMILES string, predict its absorption, distribution, metabolism, or excretion properties. Task type varies by dataset: regression for continuous measurements (e.g., permeability, clearance, half-life) or binary classification for categorical outcomes (e.g., BBB penetration, CYP inhibition). Dataset: cyp1a2_veith. (1) The compound is N#C/C(=C\c1ccc(O)c(O)c1)C(=O)NCCCCc1ccccc1. The result is 1 (inhibitor). (2) The result is 0 (non-inhibitor). The compound is Cc1ccc(S(=O)(=O)N[C@H](C(=O)N2CCC(C(=O)NCC(=O)O)CC2)C(C)C)cc1. (3) The drug is C[C@H](CCC(=O)O)[C@H]1CC[C@]2(C)[C@@H]3C(=O)C[C@H]4C(C)(C)[C@@H](O)CC[C@]4(C)[C@H]3C(=O)C[C@@]12C. The result is 0 (non-inhibitor).